Dataset: Forward reaction prediction with 1.9M reactions from USPTO patents (1976-2016). Task: Predict the product of the given reaction. Given the reactants [F:1][CH:2]1[CH2:8][CH2:7][N:6]([C:9]2[N:13]([CH3:14])[N:12]=[CH:11][C:10]=2[N+:15]([O-:17])=[O:16])[CH2:5][CH2:4][CH:3]1[NH:18]C(=O)OC(C)(C)C, predict the reaction product. The product is: [F:1][CH:2]1[CH2:8][CH2:7][N:6]([C:9]2[N:13]([CH3:14])[N:12]=[CH:11][C:10]=2[N+:15]([O-:17])=[O:16])[CH2:5][CH2:4][CH:3]1[NH2:18].